From a dataset of Catalyst prediction with 721,799 reactions and 888 catalyst types from USPTO. Predict which catalyst facilitates the given reaction. (1) Reactant: [N:1]1[CH:6]=[CH:5][CH:4]=[C:3]([CH:7]=O)[CH:2]=1.Cl.[NH2:10][OH:11].[OH-].[Na+]. Product: [N:1]1[CH:6]=[CH:5][CH:4]=[C:3]([CH:7]=[N:10][OH:11])[CH:2]=1. The catalyst class is: 40. (2) Reactant: C([O:3][C:4](=O)[CH2:5][C:6]([C:8]1[CH:13]=[CH:12][C:11]([O:14][CH:15]([CH3:17])[CH3:16])=[C:10]([CH3:18])[CH:9]=1)=O)C.[NH2:20][NH2:21]. The catalyst class is: 8. Product: [OH:3][C:4]1[NH:21][N:20]=[C:6]([C:8]2[CH:13]=[CH:12][C:11]([O:14][CH:15]([CH3:17])[CH3:16])=[C:10]([CH3:18])[CH:9]=2)[CH:5]=1. (3) Reactant: [Cl:1][C:2]1[CH:7]=[N:6][NH:5][C:4](=[O:8])[C:3]=1[Cl:9].C([O-])([O-])=O.[K+].[K+].[CH2:16](Br)[C:17]1[CH:22]=[CH:21][CH:20]=[CH:19][CH:18]=1.N1NC(=O)C=CC=1. Product: [CH2:16]([N:5]1[C:4](=[O:8])[C:3]([Cl:9])=[C:2]([Cl:1])[CH:7]=[N:6]1)[C:17]1[CH:22]=[CH:21][CH:20]=[CH:19][CH:18]=1. The catalyst class is: 3. (4) Product: [CH3:1][O:2][C:3]1[CH:4]=[C:5]2[C:10](=[CH:11][C:12]=1[O:13][CH3:14])[N:9]=[CH:8][CH:7]=[C:6]2[O:15][C:16]1[C:22]([CH3:23])=[CH:21][C:19]([NH:20][C:40](=[O:42])[O:57][CH:55]([C:54]2[CH:58]=[CH:59][CH:60]=[C:52]([Cl:51])[CH:53]=2)[CH3:56])=[C:18]([CH3:24])[CH:17]=1. The catalyst class is: 2. Reactant: [CH3:1][O:2][C:3]1[CH:4]=[C:5]2[C:10](=[CH:11][C:12]=1[O:13][CH3:14])[N:9]=[CH:8][CH:7]=[C:6]2[O:15][C:16]1[C:22]([CH3:23])=[CH:21][C:19]([NH2:20])=[C:18]([CH3:24])[CH:17]=1.C1(C)C=CC=CC=1.C(N(CC)CC)C.Cl[C:40](Cl)([O:42]C(=O)OC(Cl)(Cl)Cl)Cl.[Cl:51][C:52]1[CH:53]=[C:54]([CH:58]=[CH:59][CH:60]=1)[CH:55]([OH:57])[CH3:56]. (5) Reactant: [CH3:1][C:2]1[C:10]2[N:9]=[C:8]([C@H:11]([NH2:13])[CH3:12])[N:7]([C:14]3[CH:19]=[CH:18][CH:17]=[CH:16][CH:15]=3)[C:6]=2[CH:5]=[CH:4][CH:3]=1.Cl[C:21]1[N:29]=[CH:28][N:27]=[C:26]2[C:22]=1[N:23]=[CH:24][NH:25]2.CCN(C(C)C)C(C)C. Product: [CH3:1][C:2]1[C:10]2[N:9]=[C:8]([C@H:11]([NH:13][C:21]3[N:29]=[CH:28][N:27]=[C:26]4[C:22]=3[N:23]=[CH:24][NH:25]4)[CH3:12])[N:7]([C:14]3[CH:19]=[CH:18][CH:17]=[CH:16][CH:15]=3)[C:6]=2[CH:5]=[CH:4][CH:3]=1. The catalyst class is: 51. (6) Reactant: [Cl:1][C:2]1[C:7]([Cl:8])=[C:6]([S:9](=[O:18])(=[O:17])[NH:10][C@@H:11]([CH3:16])[C:12]([F:15])([F:14])[F:13])[CH:5]=[CH:4][C:3]=1[C:19]1[S:23][C:22]([C:24]([O:26][CH2:27][CH3:28])=[O:25])=[N:21][C:20]=1[C:29](O)=[O:30].[CH2:32]([NH:34][CH2:35][CH3:36])[CH3:33].CN(C(ON1N=NC2C=CC=NC1=2)=[N+](C)C)C.F[P-](F)(F)(F)(F)F.O. Product: [Cl:1][C:2]1[C:7]([Cl:8])=[C:6]([S:9](=[O:18])(=[O:17])[NH:10][C@@H:11]([CH3:16])[C:12]([F:14])([F:15])[F:13])[CH:5]=[CH:4][C:3]=1[C:19]1[S:23][C:22]([C:24]([O:26][CH2:27][CH3:28])=[O:25])=[N:21][C:20]=1[C:29](=[O:30])[N:34]([CH2:35][CH3:36])[CH2:32][CH3:33]. The catalyst class is: 10. (7) Reactant: Cl[C:2]1[CH:3]=[CH:4][C:5]2[N:6]([C:8]([C@@H:11]([OH:13])[CH3:12])=[N:9][N:10]=2)[N:7]=1.[CH3:14][N:15]1[CH:19]=[C:18](B2OC(C)(C)C(C)(C)O2)[CH:17]=[N:16]1.C(=O)([O-])[O-].[K+].[K+].O1CCOCC1. Product: [CH3:14][N:15]1[CH:19]=[C:18]([C:2]2[CH:3]=[CH:4][C:5]3[N:6]([C:8]([C@@H:11]([OH:13])[CH3:12])=[N:9][N:10]=3)[N:7]=2)[CH:17]=[N:16]1. The catalyst class is: 103.